Dataset: Reaction yield outcomes from USPTO patents with 853,638 reactions. Task: Predict the reaction yield, written as a fraction of the theoretical maximum amount of product (1.0 means a 100% yield; for example, 0.34 means a 34% yield). (1) The reactants are [NH2:1][C:2]([CH2:9][C:10]([O:12][CH2:13][CH3:14])=[O:11])=[CH:3][C:4]([O:6][CH2:7][CH3:8])=[O:5].C(O)C.[BH3-]C#N.[Na+]. The catalyst is C(O)(=O)C. The product is [NH2:1][CH:2]([CH2:3][C:4]([O:6][CH2:7][CH3:8])=[O:5])[CH2:9][C:10]([O:12][CH2:13][CH3:14])=[O:11]. The yield is 0.800. (2) The reactants are [I-].[CH3:2][P+](C1C=CC=CC=1)(C1C=CC=CC=1)C1C=CC=CC=1.[Li]CCCC.CCCCCC.[CH3:33][O:34][C:35]1[C:40]([CH:41]=O)=[CH:39][N:38]=[C:37]2[N:43]([CH2:46][O:47][CH2:48][CH2:49][Si:50]([CH3:53])([CH3:52])[CH3:51])[CH:44]=[CH:45][C:36]=12. The catalyst is C1COCC1. The product is [CH3:33][O:34][C:35]1[C:40]([CH:41]=[CH2:2])=[CH:39][N:38]=[C:37]2[N:43]([CH2:46][O:47][CH2:48][CH2:49][Si:50]([CH3:53])([CH3:52])[CH3:51])[CH:44]=[CH:45][C:36]=12. The yield is 0.760. (3) The reactants are [C:1]([O:5][C:6](=[O:26])[CH2:7][C@@H:8]([CH2:14]OS(C1C=CC(C)=CC=1)(=O)=O)[C@@H:9]([CH3:13])[CH:10]([CH3:12])[CH3:11])([CH3:4])([CH3:3])[CH3:2].[N-:27]=[N+:28]=[N-:29].[Na+].O. The catalyst is CS(C)=O. The product is [C:1]([O:5][C:6](=[O:26])[CH2:7][C@@H:8]([CH2:14][N:27]=[N+:28]=[N-:29])[C@@H:9]([CH3:13])[CH:10]([CH3:12])[CH3:11])([CH3:4])([CH3:3])[CH3:2]. The yield is 0.800. (4) The reactants are [CH3:1][C:2]1[C:6]([CH2:7][N:8]2[CH:12]=[C:11]([N:13]3[C:17](=[O:18])[CH:16]([CH2:19][C:20](O)=[O:21])[NH:15][C:14]3=[O:23])[CH:10]=[N:9]2)=[C:5]([CH3:24])[O:4][N:3]=1.[CH2:25]([NH2:32])[C:26]1[CH:31]=[CH:30][CH:29]=[CH:28][CH:27]=1. No catalyst specified. The product is [CH2:25]([NH:32][C:20](=[O:21])[CH2:19][CH:16]1[C:17](=[O:18])[N:13]([C:11]2[CH:10]=[N:9][N:8]([CH2:7][C:6]3[C:2]([CH3:1])=[N:3][O:4][C:5]=3[CH3:24])[CH:12]=2)[C:14](=[O:23])[NH:15]1)[C:26]1[CH:31]=[CH:30][CH:29]=[CH:28][CH:27]=1. The yield is 0.300. (5) The reactants are [CH3:1][O:2][C:3](=[O:17])[CH:4]([NH:7][C:8](=[O:16])[C:9]1[CH:14]=[CH:13][CH:12]=[C:11]([Cl:15])[CH:10]=1)[CH2:5]O.BrC(Cl)(Cl)Cl.C1CCN2C(=NCCC2)CC1. The catalyst is C(Cl)Cl. The product is [CH3:1][O:2][C:3]([C:4]1[N:7]=[C:8]([C:9]2[CH:14]=[CH:13][CH:12]=[C:11]([Cl:15])[CH:10]=2)[O:16][CH:5]=1)=[O:17]. The yield is 0.590. (6) The reactants are [NH2:1][C:2]1[CH:7]=[C:6]([F:8])[CH:5]=[CH:4][C:3]=1[C:9]([C:11]1[S:12][CH:13]=[CH:14][CH:15]=1)=[O:10].NC1C=C(F)C=CC=1[C:19](O)=[O:20].[NH2:27][C:28]1[S:29][CH:30]=[CH:31][N:32]=1. No catalyst specified. The product is [F:8][C:6]1[CH:5]=[CH:4][C:3]([C:9]([C:11]2[S:12][CH:13]=[CH:14][CH:15]=2)=[O:10])=[C:2]([NH:1][C:19]([NH:27][C:28]2[S:29][CH:30]=[CH:31][N:32]=2)=[O:20])[CH:7]=1. The yield is 0.650. (7) The reactants are C(OC([N:8]1[CH2:13][CH2:12][O:11][CH2:10][C@H:9]1[C:14](=[O:30])[NH:15][C:16]1[N:17]=[C:18]2[N:22]([CH:23]=1)[CH:21]=[C:20]([C:24]1[CH:29]=[CH:28][CH:27]=[CH:26][CH:25]=1)[S:19]2)=O)(C)(C)C.O1CCCC1.[ClH:36].[SiH](CC)(CC)CC. The catalyst is O1CCOCC1. The product is [ClH:36].[C:24]1([C:20]2[S:19][C:18]3=[N:17][C:16]([NH:15][C:14]([C@@H:9]4[CH2:10][O:11][CH2:12][CH2:13][NH:8]4)=[O:30])=[CH:23][N:22]3[CH:21]=2)[CH:25]=[CH:26][CH:27]=[CH:28][CH:29]=1. The yield is 1.00.